From a dataset of NCI-60 drug combinations with 297,098 pairs across 59 cell lines. Regression. Given two drug SMILES strings and cell line genomic features, predict the synergy score measuring deviation from expected non-interaction effect. (1) Drug 1: C1CNP(=O)(OC1)N(CCCl)CCCl. Drug 2: C1C(C(OC1N2C=NC3=C2NC=NCC3O)CO)O. Cell line: OVCAR-8. Synergy scores: CSS=0.0445, Synergy_ZIP=1.77, Synergy_Bliss=2.87, Synergy_Loewe=-2.38, Synergy_HSA=-1.14. (2) Drug 1: C1CCC(CC1)NC(=O)N(CCCl)N=O. Drug 2: CC1=C(C=C(C=C1)NC(=O)C2=CC=C(C=C2)CN3CCN(CC3)C)NC4=NC=CC(=N4)C5=CN=CC=C5. Cell line: SNB-75. Synergy scores: CSS=24.1, Synergy_ZIP=-6.42, Synergy_Bliss=0.729, Synergy_Loewe=0.927, Synergy_HSA=0.782. (3) Drug 1: CS(=O)(=O)C1=CC(=C(C=C1)C(=O)NC2=CC(=C(C=C2)Cl)C3=CC=CC=N3)Cl. Drug 2: C1=NC2=C(N1)C(=S)N=C(N2)N. Cell line: OVCAR-5. Synergy scores: CSS=45.2, Synergy_ZIP=-0.586, Synergy_Bliss=1.56, Synergy_Loewe=-11.9, Synergy_HSA=3.13. (4) Drug 1: CC1C(C(CC(O1)OC2CC(CC3=C2C(=C4C(=C3O)C(=O)C5=C(C4=O)C(=CC=C5)OC)O)(C(=O)C)O)N)O.Cl. Drug 2: C1=NC2=C(N1)C(=S)N=C(N2)N. Cell line: M14. Synergy scores: CSS=27.5, Synergy_ZIP=-2.28, Synergy_Bliss=-0.356, Synergy_Loewe=1.83, Synergy_HSA=2.84. (5) Drug 1: C1CN1C2=NC(=NC(=N2)N3CC3)N4CC4. Drug 2: CS(=O)(=O)OCCCCOS(=O)(=O)C. Cell line: NCIH23. Synergy scores: CSS=35.4, Synergy_ZIP=-4.86, Synergy_Bliss=-4.22, Synergy_Loewe=-2.89, Synergy_HSA=-2.73.